From a dataset of Reaction yield outcomes from USPTO patents with 853,638 reactions. Predict the reaction yield, written as a fraction of the theoretical maximum amount of product (1.0 means a 100% yield; for example, 0.34 means a 34% yield). The reactants are [Mg].Br[CH:3]1[CH2:6][CH2:5][CH2:4]1.BrCCBr.Br[C:12]1[C:20]2[C:15](=[N:16][CH:17]=[CH:18][CH:19]=2)[N:14]([S:21]([C:24]2[CH:29]=[CH:28][CH:27]=[CH:26][CH:25]=2)(=[O:23])=[O:22])[CH:13]=1. The catalyst is C1COCC1.CCOCC. The product is [CH:3]1([C:12]2[C:20]3[C:15](=[N:16][CH:17]=[CH:18][CH:19]=3)[N:14]([S:21]([C:24]3[CH:25]=[CH:26][CH:27]=[CH:28][CH:29]=3)(=[O:23])=[O:22])[CH:13]=2)[CH2:6][CH2:5][CH2:4]1. The yield is 0.190.